Task: Binary Classification. Given a drug SMILES string, predict its activity (active/inactive) in a high-throughput screening assay against a specified biological target.. Dataset: Orexin1 receptor HTS with 218,158 compounds and 233 confirmed actives (1) The molecule is S(=O)(=O)(N1CCC(Oc2c(C(=O)N3CCN(CC4CC4)CC3)cccc2)CC1)C. The result is 0 (inactive). (2) The molecule is Brc1cc(c(OCCCCC)cc1)/C(=N\NC=1NCCN1)C. The result is 0 (inactive).